This data is from Catalyst prediction with 721,799 reactions and 888 catalyst types from USPTO. The task is: Predict which catalyst facilitates the given reaction. (1) Reactant: [Cl:1][C:2]1[CH:7]=[CH:6][CH:5]=[C:4]([Cl:8])[C:3]=1[CH2:9][C:10]([NH:12][C:13]1[C:14](Cl)=[N:15][CH:16]=[N:17][C:18]=1[Cl:19])=[O:11].C([O-])([O-])=O.[Cs+].[Cs+]. Product: [Cl:19][C:18]1[C:13]2[N:12]=[C:10]([CH2:9][C:3]3[C:2]([Cl:1])=[CH:7][CH:6]=[CH:5][C:4]=3[Cl:8])[O:11][C:14]=2[N:15]=[CH:16][N:17]=1. The catalyst class is: 10. (2) Reactant: [N:1]1[CH:6]=[CH:5][C:4]([N:7]2[CH:12]=[CH:11][C:10](=[O:13])[C:9]([C:14]3[N:15]([C:19]4[CH:24]=[CH:23][CH:22]=[C:21]([C:25]#[C:26][Si](C)(C)C)[CH:20]=4)[N:16]=[CH:17][CH:18]=3)=[N:8]2)=[CH:3][CH:2]=1.CCCC[N+](CCCC)(CCCC)CCCC.O.O.O.[F-]. Product: [C:25]([C:21]1[CH:20]=[C:19]([N:15]2[C:14]([C:9]3[C:10](=[O:13])[CH:11]=[CH:12][N:7]([C:4]4[CH:3]=[CH:2][N:1]=[CH:6][CH:5]=4)[N:8]=3)=[CH:18][CH:17]=[N:16]2)[CH:24]=[CH:23][CH:22]=1)#[CH:26]. The catalyst class is: 1. (3) Reactant: [NH2:1][C:2]1[CH:11]=[CH:10][C:5]([C:6]([O:8][CH3:9])=[O:7])=[CH:4][C:3]=1[OH:12].[Br:13]NC(=O)CCC(N)=O. Product: [NH2:1][C:2]1[C:3]([OH:12])=[CH:4][C:5]([C:6]([O:8][CH3:9])=[O:7])=[CH:10][C:11]=1[Br:13]. The catalyst class is: 120. (4) Reactant: [CH2:1]([O:3][C:4](=[O:32])[C:5]([CH3:31])([CH3:30])[CH2:6][C:7]1[N:8]([CH2:22][C:23]2[CH:28]=[CH:27][C:26](Br)=[CH:25][CH:24]=2)[C:9]2[C:14]([C:15]=1[S:16][C:17]([CH3:20])([CH3:19])[CH3:18])=[CH:13][C:12]([OH:21])=[CH:11][CH:10]=2)[CH3:2].[B:33]1([B:33]2[O:37][C:36]([CH3:39])([CH3:38])[C:35]([CH3:41])([CH3:40])[O:34]2)[O:37][C:36]([CH3:39])([CH3:38])[C:35]([CH3:41])([CH3:40])[O:34]1.C([O-])(=O)C.[K+]. Product: [C:17]([S:16][C:15]1[C:14]2[C:9](=[CH:10][CH:11]=[C:12]([OH:21])[CH:13]=2)[N:8]([CH2:22][C:23]2[CH:28]=[CH:27][C:26]([B:33]3[O:37][C:36]([CH3:39])([CH3:38])[C:35]([CH3:41])([CH3:40])[O:34]3)=[CH:25][CH:24]=2)[C:7]=1[CH2:6][C:5]([CH3:31])([CH3:30])[C:4]([O:3][CH2:1][CH3:2])=[O:32])([CH3:20])([CH3:19])[CH3:18]. The catalyst class is: 431. (5) Reactant: Cl[C:2]1[N:7]=[CH:6][C:5]([CH2:8][CH2:9][C:10]2[C:15]([F:16])=[C:14]([O:17][CH3:18])[CH:13]=[C:12]([O:19][CH3:20])[C:11]=2[F:21])=[CH:4][N:3]=1.[CH3:22][N:23]1[CH2:28][CH2:27][CH:26]([N:29]2[CH:33]=[C:32]([NH2:34])[CH:31]=[N:30]2)[CH2:25][CH2:24]1.C(=O)([O-])[O-].[Cs+].[Cs+].O1CCOCC1. Product: [F:21][C:11]1[C:12]([O:19][CH3:20])=[CH:13][C:14]([O:17][CH3:18])=[C:15]([F:16])[C:10]=1[CH2:9][CH2:8][C:5]1[CH:4]=[N:3][C:2]([NH:34][C:32]2[CH:31]=[N:30][N:29]([CH:26]3[CH2:27][CH2:28][N:23]([CH3:22])[CH2:24][CH2:25]3)[CH:33]=2)=[N:7][CH:6]=1. The catalyst class is: 713. (6) Reactant: C[O:2][C:3]([C:5]1[N:6]([CH3:35])[CH:7]=[C:8]([NH:10][C:11]([C:13]2[CH:14]=[C:15]3[C:19](=[CH:20][CH:21]=2)[NH:18][C:17]([C:22](=[O:34])[NH:23][C:24]2[CH:28]=[C:27]([C:29]([O:31]C)=[O:30])[N:26]([CH3:33])[CH:25]=2)=[CH:16]3)=[O:12])[CH:9]=1)=[O:4].[OH-].[Na+]. Product: [OH:31][C:29]([C:27]1[N:26]([CH3:33])[CH:25]=[C:24]([NH:23][C:22]([C:17]2[NH:18][C:19]3[C:15]([CH:16]=2)=[CH:14][C:13]([C:11]([NH:10][C:8]2[CH:9]=[C:5]([C:3]([OH:4])=[O:2])[N:6]([CH3:35])[CH:7]=2)=[O:12])=[CH:21][CH:20]=3)=[O:34])[CH:28]=1)=[O:30]. The catalyst class is: 72.